This data is from Forward reaction prediction with 1.9M reactions from USPTO patents (1976-2016). The task is: Predict the product of the given reaction. (1) Given the reactants [CH2:1]([CH:8]1[CH2:13][CH2:12][C:11]([C:15]2[CH:20]=[CH:19][CH:18]=[C:17]([F:21])[CH:16]=2)(O)[CH2:10][CH2:9]1)[CH2:2][CH2:3][CH2:4][CH2:5][CH2:6][CH3:7].C1(C)C=CC(S(O)(=O)=O)=CC=1.O, predict the reaction product. The product is: [CH2:1]([C:8]1[CH2:13][CH2:12][CH:11]([C:15]2[CH:20]=[CH:19][CH:18]=[C:17]([F:21])[CH:16]=2)[CH2:10][CH:9]=1)[CH2:2][CH2:3][CH2:4][CH2:5][CH2:6][CH3:7]. (2) Given the reactants C[O:2][C:3]([C:5]1[S:9][C:8]([N:10]2[C:14]3[CH:15]=[C:16]([O:21][CH3:22])[C:17]([O:19][CH3:20])=[CH:18][C:13]=3[N:12]=[CH:11]2)=[N:7][C:6]=1Br)=[O:4].[CH:24]([C:27]1[CH:28]=[C:29](B(O)O)[CH:30]=[CH:31][CH:32]=1)([CH3:26])[CH3:25], predict the reaction product. The product is: [CH3:20][O:19][C:17]1[C:16]([O:21][CH3:22])=[CH:15][C:14]2[N:10]([C:8]3[S:9][C:5]([C:3]([OH:2])=[O:4])=[C:6]([C:31]4[CH:30]=[CH:29][CH:28]=[C:27]([CH:24]([CH3:26])[CH3:25])[CH:32]=4)[N:7]=3)[CH:11]=[N:12][C:13]=2[CH:18]=1. (3) Given the reactants Br[C:2]1[C:11]2[C:6](=[CH:7][CH:8]=[CH:9][CH:10]=2)[CH:5]=[C:4]([S:12]([C:14]2[CH:19]=[CH:18][C:17]([F:20])=[CH:16][CH:15]=2)=[O:13])[N:3]=1.C1(P(C2C=CC=CC=2)C2C3OC4C(=CC=CC=4P(C4C=CC=CC=4)C4C=CC=CC=4)C(C)(C)C=3C=CC=2)C=CC=CC=1.[NH2:63][C:64]1[S:65][CH:66]=[CH:67][N:68]=1.C([O-])([O-])=O.[Na+].[Na+], predict the reaction product. The product is: [F:20][C:17]1[CH:18]=[CH:19][C:14]([S:12]([C:4]2[N:3]=[C:2]([NH:63][C:64]3[S:65][CH:66]=[CH:67][N:68]=3)[C:11]3[C:6]([CH:5]=2)=[CH:7][CH:8]=[CH:9][CH:10]=3)=[O:13])=[CH:15][CH:16]=1. (4) Given the reactants [CH2:1]([O:3][C:4]([C:6]1[CH:11]=[CH:10][C:9](Br)=[C:8]([CH3:13])[N:7]=1)=[O:5])[CH3:2].Cl.O1CCOC[CH2:16]1, predict the reaction product. The product is: [CH2:1]([O:3][C:4]([C:6]1[CH:11]=[CH:10][C:9]([CH3:16])=[C:8]([CH3:13])[N:7]=1)=[O:5])[CH3:2]. (5) Given the reactants [C:1]1([C:7]#[C:8][C:9]2[CH:10]=[C:11]([C:15]([OH:17])=O)[CH:12]=[N:13][CH:14]=2)[CH:6]=[CH:5][CH:4]=[CH:3][CH:2]=1.CN(C(ON1N=NC2C=CC=NC1=2)=[N+](C)C)C.F[P-](F)(F)(F)(F)F.C(N(C(C)C)CC)(C)C.[NH:51]1[CH2:56][CH2:55][CH:54]([C:57]2[CH:58]=[C:59]([CH:62]=[CH:63][CH:64]=2)[C:60]#[N:61])[CH2:53][CH2:52]1, predict the reaction product. The product is: [C:1]1([C:7]#[C:8][C:9]2[CH:10]=[C:11]([C:15]([N:51]3[CH2:56][CH2:55][CH:54]([C:57]4[CH:58]=[C:59]([CH:62]=[CH:63][CH:64]=4)[C:60]#[N:61])[CH2:53][CH2:52]3)=[O:17])[CH:12]=[N:13][CH:14]=2)[CH:2]=[CH:3][CH:4]=[CH:5][CH:6]=1. (6) Given the reactants C(NC1C=C(C=CC=1)C(N[C:12]1[CH:17]=[C:16]([C:18]2[NH:26][C:25]3[C:24]4([CH2:31][CH2:30][CH2:29][NH:28][CH2:27]4)[CH2:23][NH:22][C:21](=[O:32])[C:20]=3[CH:19]=2)[CH:15]=[CH:14][N:13]=1)=O)(=O)C=C.[CH3:36][N:37]([CH3:53])[CH2:38][CH2:39][O:40][C:41]1[C:42]([N+:50]([O-])=O)=[C:43]([CH:47]=[CH:48][CH:49]=1)[C:44]([NH2:46])=[O:45], predict the reaction product. The product is: [C:21]([NH:50][C:42]1[C:41]([O:40][CH2:39][CH2:38][N:37]([CH3:53])[CH3:36])=[CH:49][CH:48]=[CH:47][C:43]=1[C:44]([NH:46][C:12]1[CH:17]=[C:16]([C:18]2[NH:26][C:25]3[C:24]4([CH2:31][CH2:30][CH2:29][NH:28][CH2:27]4)[CH2:23][NH:22][C:21](=[O:32])[C:20]=3[CH:19]=2)[CH:15]=[CH:14][N:13]=1)=[O:45])(=[O:32])[CH:20]=[CH2:19].